This data is from CYP1A2 inhibition data for predicting drug metabolism from PubChem BioAssay. The task is: Regression/Classification. Given a drug SMILES string, predict its absorption, distribution, metabolism, or excretion properties. Task type varies by dataset: regression for continuous measurements (e.g., permeability, clearance, half-life) or binary classification for categorical outcomes (e.g., BBB penetration, CYP inhibition). Dataset: cyp1a2_veith. (1) The drug is O=C(O)CNCCc1ccccc1. The result is 0 (non-inhibitor). (2) The molecule is C=CCC(C)(NCc1ccccc1)c1ccco1.Cl. The result is 0 (non-inhibitor).